This data is from NCI-60 drug combinations with 297,098 pairs across 59 cell lines. The task is: Regression. Given two drug SMILES strings and cell line genomic features, predict the synergy score measuring deviation from expected non-interaction effect. Drug 1: C1=NC2=C(N=C(N=C2N1C3C(C(C(O3)CO)O)O)F)N. Drug 2: CC12CCC3C(C1CCC2OP(=O)(O)O)CCC4=C3C=CC(=C4)OC(=O)N(CCCl)CCCl.[Na+]. Cell line: NCI-H322M. Synergy scores: CSS=16.8, Synergy_ZIP=-2.98, Synergy_Bliss=-3.18, Synergy_Loewe=-2.53, Synergy_HSA=-4.70.